This data is from Reaction yield outcomes from USPTO patents with 853,638 reactions. The task is: Predict the reaction yield, written as a fraction of the theoretical maximum amount of product (1.0 means a 100% yield; for example, 0.34 means a 34% yield). (1) The reactants are [Br:1][C:2]1[CH:3]=[C:4]2[C:8](=[CH:9][CH:10]=1)[NH:7][C:6](=[O:11])[CH2:5]2.[CH2:12]([N:14]([CH2:28][CH3:29])[CH2:15][CH2:16][N:17]([CH3:27])[C:18]([C:20]1[NH:21][C:22]([CH:25]=O)=[CH:23][CH:24]=1)=[O:19])[CH3:13]. No catalyst specified. The product is [CH2:28]([N:14]([CH2:12][CH3:13])[CH2:15][CH2:16][N:17]([CH3:27])[C:18]([C:20]1[NH:21][C:22]([CH:25]=[C:5]2[C:4]3[C:8](=[CH:9][CH:10]=[C:2]([Br:1])[CH:3]=3)[NH:7][C:6]2=[O:11])=[CH:23][CH:24]=1)=[O:19])[CH3:29]. The yield is 0.550. (2) The catalyst is C(Cl)Cl. The product is [Cl:1][C:2]1[CH:3]=[CH:4][C:5]([O:26][CH2:27][CH:28]([CH3:30])[CH3:29])=[C:6]([CH2:8][N:9]2[C:13]([CH3:14])=[CH:12][C:11]([C:15]([NH:17][C:18]3[CH:23]=[CH:22][C:21]([CH2:24][N:31]4[CH2:36][CH2:35][O:34][CH2:33][CH2:32]4)=[CH:20][N:19]=3)=[O:16])=[N:10]2)[CH:7]=1. The yield is 0.730. The reactants are [Cl:1][C:2]1[CH:3]=[CH:4][C:5]([O:26][CH2:27][CH:28]([CH3:30])[CH3:29])=[C:6]([CH2:8][N:9]2[C:13]([CH3:14])=[CH:12][C:11]([C:15]([NH:17][C:18]3[CH:23]=[CH:22][C:21]([CH:24]=O)=[CH:20][N:19]=3)=[O:16])=[N:10]2)[CH:7]=1.[NH:31]1[CH2:36][CH2:35][O:34][CH2:33][CH2:32]1.[BH-](OC(C)=O)(OC(C)=O)OC(C)=O.[Na+].C(O)(=O)C. (3) The reactants are [Br:1][C:2]1[CH:11]=[CH:10][CH:9]=[C:8]2[C:3]=1[CH2:4][CH2:5][C:6]([NH2:15])([C:12]([OH:14])=[O:13])[CH2:7]2.C(N(CC)CC)C.[C:23](=O)([O:39]N1C(=O)CCC1=O)[O:24][CH2:25][CH:26]1[C:38]2[CH:37]=[CH:36][CH:35]=[CH:34][C:33]=2[C:32]2[C:27]1=[CH:28][CH:29]=[CH:30][CH:31]=2. The catalyst is C(#N)C.O. The product is [C:23]([CH:7]1[C:8]2[C:3](=[C:2]([Br:1])[CH:11]=[CH:10][CH:9]=2)[CH2:4][CH2:5][C:6]1([NH2:15])[C:12]([OH:14])=[O:13])([O:24][CH2:25][CH:26]1[C:27]2[C:32](=[CH:31][CH:30]=[CH:29][CH:28]=2)[C:33]2[C:38]1=[CH:37][CH:36]=[CH:35][CH:34]=2)=[O:39]. The yield is 0.680. (4) The reactants are Br[C:2]1[CH:16]=[CH:15][C:5]([CH2:6][N:7]2[CH2:12][C@H:11]([CH3:13])[O:10][C@H:9]([CH3:14])[CH2:8]2)=[CH:4][CH:3]=1.[CH3:17][C:18]1([CH3:27])[C:22]([CH3:24])([CH3:23])[O:21][B:20]([CH:25]=[CH2:26])[O:19]1.C(N(CC)CC)C. The catalyst is C1(C)C=CC=CC=1.CC(C)([P](C(C)(C)C)([Pd][P](C(C)(C)C)(C(C)(C)C)C(C)(C)C)C(C)(C)C)C. The product is [CH3:14][C@H:9]1[O:10][C@@H:11]([CH3:13])[CH2:12][N:7]([CH2:6][C:5]2[CH:15]=[CH:16][C:2](/[CH:26]=[CH:25]/[B:20]3[O:21][C:22]([CH3:24])([CH3:23])[C:18]([CH3:27])([CH3:17])[O:19]3)=[CH:3][CH:4]=2)[CH2:8]1. The yield is 0.640. (5) The reactants are [CH3:1][C:2]1[C:10]2[C:5](=[CH:6][CH:7]=[C:8]([CH:11]=O)[CH:9]=2)[NH:4][N:3]=1.[NH2:13][C:14]([C:18]1[CH:23]=[CH:22][C:21]([F:24])=[CH:20][CH:19]=1)=[CH:15][C:16]#[N:17].[C:32]([O:34][CH2:35][C:36](=O)[CH2:31][C:32]([O:34][CH2:35][CH3:36])=[O:33])(=[O:33])[CH3:31].Cl. The catalyst is C(O)CC. The product is [F:24][C:21]1[CH:20]=[CH:19][C:18]([C:14]2[NH:13][C:36]3[CH2:35][O:34][C:32](=[O:33])[C:31]=3[CH:11]([C:8]3[CH:9]=[C:10]4[C:5](=[CH:6][CH:7]=3)[NH:4][N:3]=[C:2]4[CH3:1])[C:15]=2[C:16]#[N:17])=[CH:23][CH:22]=1. The yield is 0.340. (6) The reactants are [CH:1]1([C:4]2[NH:8][C:7]3[C:9]([O:25]C)=[CH:10][CH:11]=[C:12]([NH:13][C:14]([NH:16][C:17]4[CH:22]=[CH:21][C:20]([O:23]C)=[CH:19][CH:18]=4)=[O:15])[C:6]=3[N:5]=2)[CH2:3][CH2:2]1.B(Br)(Br)Br.[NH4+].[OH-]. The catalyst is C(Cl)Cl. The product is [CH:1]1([C:4]2[NH:8][C:7]3[C:9]([OH:25])=[CH:10][CH:11]=[C:12]([NH:13][C:14]([NH:16][C:17]4[CH:18]=[CH:19][C:20]([OH:23])=[CH:21][CH:22]=4)=[O:15])[C:6]=3[N:5]=2)[CH2:2][CH2:3]1. The yield is 0.420. (7) The reactants are [NH2:1][C:2]1[N:7]=[CH:6][N:5]=[C:4]2[N:8]([C@@H:25]3[CH2:30][CH2:29][CH2:28][N:27]([C:31](=[O:35])[CH2:32][C:33]#[N:34])[CH2:26]3)[N:9]=[C:10]([C:11]3[CH:16]=[CH:15][C:14]([O:17][C:18]4[CH:23]=[CH:22][CH:21]=[C:20]([F:24])[CH:19]=4)=[CH:13][CH:12]=3)[C:3]=12.[CH:36]1([CH:39]=O)[CH2:38][CH2:37]1.N1CCCCC1.ClCCl. The catalyst is CO. The product is [NH2:1][C:2]1[N:7]=[CH:6][N:5]=[C:4]2[N:8]([C@@H:25]3[CH2:30][CH2:29][CH2:28][N:27]([C:31]([C:32](=[CH:39][CH:36]4[CH2:38][CH2:37]4)[C:33]#[N:34])=[O:35])[CH2:26]3)[N:9]=[C:10]([C:11]3[CH:16]=[CH:15][C:14]([O:17][C:18]4[CH:23]=[CH:22][CH:21]=[C:20]([F:24])[CH:19]=4)=[CH:13][CH:12]=3)[C:3]=12. The yield is 0.270.